This data is from Forward reaction prediction with 1.9M reactions from USPTO patents (1976-2016). The task is: Predict the product of the given reaction. Given the reactants FC(F)(F)C(O)=O.C(Cl)Cl.[C:11]([NH:19][C:20]1[CH:21]=[C:22]([CH:40]=[CH:41][C:42]=1[C:43]([O:45]C(C)(C)C)=[O:44])[O:23][C:24]1[CH:25]=[C:26]2[C:30](=[CH:31][CH:32]=1)[N:29](C(OC(C)(C)C)=O)[CH:28]=[CH:27]2)(=[O:18])[C:12]1[CH:17]=[CH:16][CH:15]=[CH:14][CH:13]=1.C(=O)([O-])O.[Na+], predict the reaction product. The product is: [C:11]([NH:19][C:20]1[CH:21]=[C:22]([O:23][C:24]2[CH:25]=[C:26]3[C:30](=[CH:31][CH:32]=2)[NH:29][CH:28]=[CH:27]3)[CH:40]=[CH:41][C:42]=1[C:43]([OH:45])=[O:44])(=[O:18])[C:12]1[CH:13]=[CH:14][CH:15]=[CH:16][CH:17]=1.